The task is: Predict the product of the given reaction.. This data is from Forward reaction prediction with 1.9M reactions from USPTO patents (1976-2016). (1) Given the reactants [F:1][CH:2]1[CH2:7][N:6]([C:8]([O:10]C(C)(C)C)=O)[CH2:5][C:4]([CH3:16])([CH3:15])[CH:3]1[OH:17].F[C:19]1[CH:26]=[CH:25][C:24]([C:27]2[N:32]=[C:31]([NH:33][C:34]3[CH:39]=[CH:38][C:37]([N:40]4[CH2:45][CH2:44][N:43]([CH:46]5[CH2:49][O:48][CH2:47]5)[CH2:42][CH2:41]4)=[CH:36][CH:35]=3)[N:30]=[CH:29][N:28]=2)=[CH:23][C:20]=1[C:21]#[N:22].C(O)(=O)[CH2:51][OH:52], predict the reaction product. The product is: [F:1][CH:2]1[CH2:7][N:6]([C:8](=[O:10])[CH2:51][OH:52])[CH2:5][C:4]([CH3:15])([CH3:16])[CH:3]1[O:17][C:19]1[CH:26]=[CH:25][C:24]([C:27]2[N:32]=[C:31]([NH:33][C:34]3[CH:39]=[CH:38][C:37]([N:40]4[CH2:45][CH2:44][N:43]([CH:46]5[CH2:49][O:48][CH2:47]5)[CH2:42][CH2:41]4)=[CH:36][CH:35]=3)[N:30]=[CH:29][N:28]=2)=[CH:23][C:20]=1[C:21]#[N:22]. (2) Given the reactants [F:1][C:2]1[CH:15]=[CH:14][CH:13]=[C:12]([F:16])[C:3]=1[C:4]([NH:6][C:7]1[CH:11]=[CH:10][NH:9][N:8]=1)=[O:5].C[Si]([N-][Si](C)(C)C)(C)C.[Li+].Br[CH2:28][C:29]1[CH:34]=[C:33]([N+:35]([O-:37])=[O:36])[CH:32]=[CH:31][C:30]=1[CH3:38], predict the reaction product. The product is: [F:1][C:2]1[CH:15]=[CH:14][CH:13]=[C:12]([F:16])[C:3]=1[C:4]([NH:6][C:7]1[CH:11]=[CH:10][N:9]([CH2:28][C:29]2[CH:34]=[C:33]([N+:35]([O-:37])=[O:36])[CH:32]=[CH:31][C:30]=2[CH3:38])[N:8]=1)=[O:5].